Dataset: Forward reaction prediction with 1.9M reactions from USPTO patents (1976-2016). Task: Predict the product of the given reaction. (1) Given the reactants FC(F)(F)C1C=C(NC(=O)NC2C=CC(C3SC(CCC(OC)=O)=NC=3)=CC=2)C=CC=1.[NH2:32][C:33]1[CH:38]=[CH:37][C:36]([C:39]2[N:43]=[C:42]([CH2:44][CH2:45][C:46](C)(C)[C:47]([O:49][CH3:50])=[O:48])[O:41][N:40]=2)=[CH:35][CH:34]=1.[Cl:53][C:54]1[CH:59]=[CH:58][CH:57]=[CH:56][C:55]=1[N:60]=[C:61]=[O:62], predict the reaction product. The product is: [Cl:53][C:54]1[CH:59]=[CH:58][CH:57]=[CH:56][C:55]=1[NH:60][C:61](=[O:62])[NH:32][C:33]1[CH:34]=[CH:35][C:36]([C:39]2[N:43]=[C:42]([CH2:44][CH2:45][CH2:46][C:47]([O:49][CH3:50])=[O:48])[O:41][N:40]=2)=[CH:37][CH:38]=1. (2) The product is: [CH3:17][N:18]([CH3:29])[C:19]1[CH:27]=[CH:26][C:22]([C:23]2[O:1][N:2]=[C:3]([C:5]3[C:10]([C:11]4[CH:16]=[CH:15][CH:14]=[CH:13][CH:12]=4)=[CH:9][CH:8]=[CH:7][N:6]=3)[N:4]=2)=[C:21]([OH:28])[CH:20]=1. Given the reactants [OH:1][NH:2][C:3]([C:5]1[C:10]([C:11]2[CH:16]=[CH:15][CH:14]=[CH:13][CH:12]=2)=[CH:9][CH:8]=[CH:7][N:6]=1)=[NH:4].[CH3:17][N:18]([CH3:29])[C:19]1[CH:20]=[C:21]([OH:28])[C:22](=[CH:26][CH:27]=1)[C:23](O)=O, predict the reaction product. (3) The product is: [Br:1][C:2]1[CH:3]=[C:4]2[C:8](=[CH:9][CH:10]=1)[N:7]([S:11]([C:14]1[C:23]3[C:18](=[CH:19][CH:20]=[CH:21][CH:22]=3)[C:17]([O:24][CH3:25])=[C:16]([N:26]3[CH2:31][CH2:30][N:29]([CH3:35])[CH2:28][CH2:27]3)[CH:15]=1)(=[O:13])=[O:12])[CH:6]=[C:5]2[CH:32]([F:33])[F:34]. Given the reactants [Br:1][C:2]1[CH:3]=[C:4]2[C:8](=[CH:9][CH:10]=1)[N:7]([S:11]([C:14]1[C:23]3[C:18](=[CH:19][CH:20]=[CH:21][CH:22]=3)[C:17]([O:24][CH3:25])=[C:16]([N:26]3[CH2:31][CH2:30][NH:29][CH2:28][CH2:27]3)[CH:15]=1)(=[O:13])=[O:12])[CH:6]=[C:5]2[CH:32]([F:34])[F:33].[C:35]([BH3-])#N.[Na+].C=O, predict the reaction product. (4) Given the reactants [CH3:16][C:11]1([CH3:17])[C:12]([CH3:15])([CH3:14])[O:13][B:9]([B:9]2[O:13][C:12]([CH3:15])([CH3:14])[C:11]([CH3:17])([CH3:16])[O:10]2)[O:10]1.Br[C:20]1[CH:25]=[C:24]([N+:26]([O-:28])=[O:27])[CH:23]=[CH:22][C:21]=1[F:29].C([O-])(=O)C.[K+], predict the reaction product. The product is: [F:29][C:21]1[CH:22]=[CH:23][C:24]([N+:26]([O-:28])=[O:27])=[CH:25][C:20]=1[B:9]1[O:10][C:11]([CH3:16])([CH3:17])[C:12]([CH3:14])([CH3:15])[O:13]1. (5) Given the reactants [Cl:1][C:2]1[CH:18]=[C:17]([C:19]2[N:23]=[C:22]([C:24]3[CH:29]=[C:28]([O:30][CH3:31])[N:27]=[C:26]([CH:32]4[CH2:36][CH2:35][CH2:34][CH2:33]4)[CH:25]=3)[O:21][N:20]=2)[CH:16]=[C:15]([CH3:37])[C:3]=1[O:4][CH2:5][CH2:6][CH2:7][C:8]([O:10]C(C)(C)C)=[O:9].C(O)(C(F)(F)F)=O, predict the reaction product. The product is: [Cl:1][C:2]1[CH:18]=[C:17]([C:19]2[N:23]=[C:22]([C:24]3[CH:29]=[C:28]([O:30][CH3:31])[N:27]=[C:26]([CH:32]4[CH2:33][CH2:34][CH2:35][CH2:36]4)[CH:25]=3)[O:21][N:20]=2)[CH:16]=[C:15]([CH3:37])[C:3]=1[O:4][CH2:5][CH2:6][CH2:7][C:8]([OH:10])=[O:9]. (6) Given the reactants [Cl:1][C:2]1[CH:7]=[CH:6][C:5]([C:8]2[O:12][C:11]([C:13]([F:16])([F:15])[F:14])=[C:10]([C:17](Cl)=[O:18])[CH:9]=2)=[CH:4][CH:3]=1.[F:20][C:21]1[CH:22]=[C:23]([NH2:31])[CH:24]=[C:25]([C:27]([F:30])([F:29])[F:28])[CH:26]=1.C(N(CC)C(C)C)(C)C.Cl.C([O-])(O)=O.[Na+], predict the reaction product. The product is: [F:20][C:21]1[CH:22]=[C:23]([NH:31][C:17]([C:10]2[CH:9]=[C:8]([C:5]3[CH:6]=[CH:7][C:2]([Cl:1])=[CH:3][CH:4]=3)[O:12][C:11]=2[C:13]([F:16])([F:15])[F:14])=[O:18])[CH:24]=[C:25]([C:27]([F:29])([F:30])[F:28])[CH:26]=1. (7) Given the reactants [Br:1][C:2]1[C:3]([N+:9]([O-])=O)=[C:4]([CH:6]=[CH:7][CH:8]=1)[NH2:5].[NH4+].[Cl-], predict the reaction product. The product is: [Br:1][C:2]1[CH:8]=[CH:7][CH:6]=[C:4]([NH2:5])[C:3]=1[NH2:9]. (8) Given the reactants [Cl:1][C:2]1[CH:7]=[CH:6][C:5]([CH2:8][C:9]#[N:10])=[CH:4][CH:3]=1.[CH3:11][N:12]1[CH:16]=[CH:15][CH:14]=[C:13]1[CH:17]=O, predict the reaction product. The product is: [Cl:1][C:2]1[CH:7]=[CH:6][C:5](/[C:8](=[CH:17]/[C:13]2[N:12]([CH3:11])[CH:16]=[CH:15][CH:14]=2)/[C:9]#[N:10])=[CH:4][CH:3]=1. (9) Given the reactants [F:1][C:2]1[CH:3]=[C:4]([N:12]2[CH2:16][CH2:15][C@@H:14]([O:17][C:18]3[CH:19]=[N:20][C:21]([OH:24])=[CH:22][CH:23]=3)[C:13]2=[O:25])[CH:5]=[C:6]2[C:10]=1[CH2:9][CH2:8][C:7]2=[O:11].[CH:26](O)([CH3:28])[CH3:27].C1(P(C2C=CC=CC=2)C2C=CC=CC=2)C=CC=CC=1.CC(OC(/N=N/C(OC(C)C)=O)=O)C, predict the reaction product. The product is: [F:1][C:2]1[CH:3]=[C:4]([N:12]2[CH2:16][CH2:15][C@@H:14]([O:17][C:18]3[CH:19]=[N:20][C:21]([O:24][CH:26]([CH3:28])[CH3:27])=[CH:22][CH:23]=3)[C:13]2=[O:25])[CH:5]=[C:6]2[C:10]=1[CH2:9][CH2:8][C:7]2=[O:11].